This data is from Forward reaction prediction with 1.9M reactions from USPTO patents (1976-2016). The task is: Predict the product of the given reaction. (1) The product is: [F:1][C:2]1[C:10]([CH:29]=[O:30])=[CH:9][CH:8]=[C:7]2[C:3]=1[CH:4]=[CH:5][N:6]2[Si:11]([CH:15]([CH3:17])[CH3:16])([CH:18]([CH3:20])[CH3:19])[CH:12]([CH3:13])[CH3:14]. Given the reactants [F:1][C:2]1[CH:10]=[CH:9][CH:8]=[C:7]2[C:3]=1[CH:4]=[CH:5][N:6]2[Si:11]([CH:18]([CH3:20])[CH3:19])([CH:15]([CH3:17])[CH3:16])[CH:12]([CH3:14])[CH3:13].[Li]C(CC)C.CN([CH:29]=[O:30])C, predict the reaction product. (2) Given the reactants [OH-].[K+].[CH2:3]([OH:5])[CH3:4].[Cl:6][C:7]1[C:12](F)=[CH:11][CH:10]=[CH:9][C:8]=1[F:14].C1(C)C=CC=CC=1, predict the reaction product. The product is: [Cl:6][C:7]1[C:8]([F:14])=[CH:9][CH:10]=[CH:11][C:12]=1[O:5][CH2:3][CH3:4]. (3) Given the reactants Cl[C:2]1[CH:7]=[C:6]([C:8]([F:11])([F:10])[F:9])[N:5]=[C:4]([C:12]2[CH:13]=[N:14][CH:15]=[CH:16][CH:17]=2)[N:3]=1.[NH2:18][C:19]1[C:24]([CH3:25])=[CH:23][N:22]=[C:21]([OH:26])[N:20]=1, predict the reaction product. The product is: [OH:26][C:21]1[N:20]=[C:19]([NH:18][C:2]2[CH:7]=[C:6]([C:8]([F:11])([F:10])[F:9])[N:5]=[C:4]([C:12]3[CH:13]=[N:14][CH:15]=[CH:16][CH:17]=3)[N:3]=2)[C:24]([CH3:25])=[CH:23][N:22]=1. (4) Given the reactants [Cl:1][C:2]1[C:7]([NH:8][C:9]2[C:18]3[C:13](=[CH:14][C:15](F)=[CH:16][C:17]=3[O:19][CH:20]3[CH2:25][CH2:24][O:23][CH2:22][CH2:21]3)[N:12]=[CH:11][N:10]=2)=[C:6]2[O:27][CH2:28][O:29][C:5]2=[CH:4][CH:3]=1.[OH-].[K+].[OH:32][CH2:33][CH2:34][N:35]1[CH2:40][CH2:39][N:38]([CH3:41])[CH2:37][CH2:36]1.Cl, predict the reaction product. The product is: [Cl:1][C:2]1[C:7]([NH:8][C:9]2[C:18]3[C:13](=[CH:14][C:15]([O:32][CH2:33][CH2:34][N:35]4[CH2:40][CH2:39][N:38]([CH3:41])[CH2:37][CH2:36]4)=[CH:16][C:17]=3[O:19][CH:20]3[CH2:25][CH2:24][O:23][CH2:22][CH2:21]3)[N:12]=[CH:11][N:10]=2)=[C:6]2[O:27][CH2:28][O:29][C:5]2=[CH:4][CH:3]=1. (5) Given the reactants Br[C:2]1[CH:9]=[CH:8][CH:7]=[C:6]([N:10]2[C:16](=[O:17])[C:15]3[CH:18]=[CH:19][C:20]([C:22]([CH3:25])([CH3:24])[CH3:23])=[CH:21][C:14]=3[O:13][CH2:12][CH2:11]2)[C:3]=1[CH:4]=[O:5].[CH3:26][N:27]1[CH:32]=[C:31](B2OC(C)(C)C(C)(C)O2)[CH:30]=[C:29]([NH:42][C:43]2[CH:48]=[CH:47][C:46]([C:49]([N:51]3[CH2:56][CH2:55][O:54][CH2:53][CH2:52]3)=[O:50])=[CH:45][N:44]=2)[C:28]1=[O:57].P([O-])([O-])([O-])=O.[K+].[K+].[K+], predict the reaction product. The product is: [C:22]([C:20]1[CH:19]=[CH:18][C:15]2[C:16](=[O:17])[N:10]([C:6]3[CH:7]=[CH:8][CH:9]=[C:2]([C:31]4[CH:30]=[C:29]([NH:42][C:43]5[CH:48]=[CH:47][C:46]([C:49]([N:51]6[CH2:56][CH2:55][O:54][CH2:53][CH2:52]6)=[O:50])=[CH:45][N:44]=5)[C:28](=[O:57])[N:27]([CH3:26])[CH:32]=4)[C:3]=3[CH:4]=[O:5])[CH2:11][CH2:12][O:13][C:14]=2[CH:21]=1)([CH3:23])([CH3:25])[CH3:24]. (6) Given the reactants [Br:1][C:2]1[S:23][C:5]2[N:6]([CH3:22])[C:7](=[O:21])[N:8]([CH2:11][CH2:12][CH2:13][O:14][CH:15]3[CH2:20][CH2:19][CH2:18][CH2:17][O:16]3)[C:9](=[O:10])[C:4]=2[C:3]=1[CH:24]=[O:25].[CH2:26]([Mg]Br)[CH:27]([CH3:29])[CH3:28], predict the reaction product. The product is: [Br:1][C:2]1[S:23][C:5]2[N:6]([CH3:22])[C:7](=[O:21])[N:8]([CH2:11][CH2:12][CH2:13][O:14][CH:15]3[CH2:20][CH2:19][CH2:18][CH2:17][O:16]3)[C:9](=[O:10])[C:4]=2[C:3]=1[CH:24]([OH:25])[CH2:26][CH:27]([CH3:29])[CH3:28]. (7) Given the reactants [NH2:1][C:2]1[N:7]=[C:6]([S:8][CH2:9][CH2:10][NH:11]C(=O)OC(C)(C)C)[CH:5]=[CH:4][C:3]=1[N+:19]([O-:21])=[O:20].[F:22][C:23]([F:28])([F:27])[C:24]([OH:26])=[O:25], predict the reaction product. The product is: [F:22][C:23]([F:28])([F:27])[C:24]([OH:26])=[O:25].[NH2:11][CH2:10][CH2:9][S:8][C:6]1[N:7]=[C:2]([NH2:1])[C:3]([N+:19]([O-:21])=[O:20])=[CH:4][CH:5]=1. (8) The product is: [Br:8][C:9]1[CH:16]=[CH:15][C:12]([CH:13]2[O:25][CH2:1][CH2:7][O:14]2)=[C:11]([F:17])[CH:10]=1. Given the reactants [C:1]1([CH3:7])C=CC=CC=1.[Br:8][C:9]1[CH:16]=[CH:15][C:12]([CH:13]=[O:14])=[C:11]([F:17])[CH:10]=1.C1(C)C(S(O)(=O)=[O:25])=CC=CC=1.C([O-])(O)=O.[Na+], predict the reaction product. (9) Given the reactants C(OC([N:8]([CH2:30][CH2:31][C:32]1[CH:37]=[CH:36][CH:35]=[CH:34][CH:33]=1)[CH2:9][CH2:10][CH2:11][S:12][C:13]1[N:17]([CH2:18][C:19]([O:21][C:22]([CH3:25])([CH3:24])[CH3:23])=[O:20])[C:16]2[CH:26]=[CH:27][CH:28]=[CH:29][C:15]=2[N:14]=1)=O)(C)(C)C.[ClH:38], predict the reaction product. The product is: [Cl-:38].[C:22]([O:21][C:19]([CH2:18][N:17]1[C:16]2[CH:26]=[CH:27][CH:28]=[CH:29][C:15]=2[N:14]=[C:13]1[S:12][CH2:11][CH2:10][CH2:9][NH2+:8][CH2:30][CH2:31][C:32]1[CH:33]=[CH:34][CH:35]=[CH:36][CH:37]=1)=[O:20])([CH3:25])([CH3:23])[CH3:24].